Dataset: Forward reaction prediction with 1.9M reactions from USPTO patents (1976-2016). Task: Predict the product of the given reaction. (1) Given the reactants C(OC([N:8]1[CH2:13][CH2:12][CH:11]([NH:14][C:15]([C:17]2[C:18]3[CH2:19][C@H:20]4[CH2:33][C@H:21]4[C:22]=3[N:23]([C:25]3[CH:30]=[CH:29][C:28]([F:31])=[CH:27][C:26]=3[F:32])[N:24]=2)=[O:16])[CH2:10][CH2:9]1)=O)(C)(C)C, predict the reaction product. The product is: [NH:8]1[CH2:13][CH2:12][CH:11]([NH:14][C:15]([C:17]2[C:18]3[CH2:19][C@H:20]4[CH2:33][C@H:21]4[C:22]=3[N:23]([C:25]3[CH:30]=[CH:29][C:28]([F:31])=[CH:27][C:26]=3[F:32])[N:24]=2)=[O:16])[CH2:10][CH2:9]1. (2) The product is: [O:1]1[CH2:6][CH2:5][O:4][C:3]2[CH:7]=[C:8]([C:11]3[C:12]([CH3:29])=[C:13]([CH:26]=[CH:27][CH:28]=3)[CH2:14][O:15][C:16]3[C:23]([CH3:24])=[CH:22][C:19]([CH:20]=[O:21])=[C:18]([CH:17]=3)[O:25][CH2:31][C:32]3[CH:33]=[CH:34][C:35]([F:40])=[C:36]([CH:39]=3)[C:37]#[N:38])[CH:9]=[CH:10][C:2]1=2. Given the reactants [O:1]1[CH2:6][CH2:5][O:4][C:3]2[CH:7]=[C:8]([C:11]3[C:12]([CH3:29])=[C:13]([CH:26]=[CH:27][CH:28]=3)[CH2:14][O:15][C:16]3[C:23]([CH3:24])=[CH:22][C:19]([CH:20]=[O:21])=[C:18]([OH:25])[CH:17]=3)[CH:9]=[CH:10][C:2]1=2.Br[CH2:31][C:32]1[CH:33]=[CH:34][C:35]([F:40])=[C:36]([CH:39]=1)[C:37]#[N:38].C(=O)([O-])[O-].[Cs+].[Cs+].O, predict the reaction product. (3) The product is: [N:24]([C:4]([C:3]1[C:2]([Cl:1])=[N:10][CH:9]=[CH:8][CH:7]=1)=[O:5])=[N+:25]=[N-:26]. Given the reactants [Cl:1][C:2]1[N:10]=[CH:9][CH:8]=[CH:7][C:3]=1[C:4](O)=[O:5].C(N(CC)CC)C.C(OC(Cl)=O)C.[N-:24]=[N+:25]=[N-:26].[Na+], predict the reaction product. (4) The product is: [CH3:26][C:25]1([CH3:27])[O:24][B:23]([OH:28])[C:22]2[CH:29]=[CH:30][C:19]([C:18]3[CH2:9][C:8]([C:10]([F:12])([F:13])[F:11])([C:6]4[CH:7]=[C:2]([F:1])[C:3]([F:15])=[C:4]([F:14])[CH:5]=4)[O:16][N:17]=3)=[CH:20][C:21]1=2. Given the reactants [F:1][C:2]1[CH:7]=[C:6]([C:8]([C:10]([F:13])([F:12])[F:11])=[CH2:9])[CH:5]=[C:4]([F:14])[C:3]=1[F:15].[OH:16][N:17]=[C:18](Cl)[C:19]1[CH:30]=[CH:29][C:22]2[B:23]([OH:28])[O:24][C:25]([CH3:27])([CH3:26])[C:21]=2[CH:20]=1, predict the reaction product.